Dataset: Forward reaction prediction with 1.9M reactions from USPTO patents (1976-2016). Task: Predict the product of the given reaction. (1) Given the reactants C[Al](C)C.[NH2:5][C:6]1[CH:13]=[CH:12][C:9]([C:10]#[N:11])=[CH:8][N:7]=1.[OH:14][C@@H:15]([CH2:20][O:21][C@H:22]([CH3:35])[CH2:23][O:24][Si:25]([CH:32]([CH3:34])[CH3:33])([CH:29]([CH3:31])[CH3:30])[CH:26]([CH3:28])[CH3:27])[C:16](OC)=[O:17], predict the reaction product. The product is: [C:10]([C:9]1[CH:12]=[CH:13][C:6]([NH:5][C:16](=[O:17])[C@@H:15]([OH:14])[CH2:20][O:21][C@H:22]([CH3:35])[CH2:23][O:24][Si:25]([CH:29]([CH3:31])[CH3:30])([CH:26]([CH3:27])[CH3:28])[CH:32]([CH3:33])[CH3:34])=[N:7][CH:8]=1)#[N:11]. (2) Given the reactants F[C:2]1[CH:7]=[CH:6][C:5]([N+:8]([O-:10])=[O:9])=[CH:4][CH:3]=1.[NH2:11][CH:12]([CH3:16])[CH2:13][O:14][CH3:15], predict the reaction product. The product is: [CH3:15][O:14][CH2:13][CH:12]([NH:11][C:2]1[CH:7]=[CH:6][C:5]([N+:8]([O-:10])=[O:9])=[CH:4][CH:3]=1)[CH3:16].